Dataset: Full USPTO retrosynthesis dataset with 1.9M reactions from patents (1976-2016). Task: Predict the reactants needed to synthesize the given product. Given the product [Br:1][C:2]1[CH:7]=[C:6]([O:8][CH3:9])[C:5]2[O:10][CH2:16][O:12][CH2:11][C:4]=2[CH:3]=1, predict the reactants needed to synthesize it. The reactants are: [Br:1][C:2]1[CH:7]=[C:6]([O:8][CH3:9])[C:5]([OH:10])=[C:4]([CH2:11][OH:12])[CH:3]=1.[H-].[Na+].Br[CH2:16]Cl.[I-].[Na+].[Cl-].[NH4+].